From a dataset of Reaction yield outcomes from USPTO patents with 853,638 reactions. Predict the reaction yield, written as a fraction of the theoretical maximum amount of product (1.0 means a 100% yield; for example, 0.34 means a 34% yield). (1) The reactants are [OH:1][C:2]1[CH:3]=[CH:4][C:5]2[S:10][C:9]([C:11]3[CH:16]=[CH:15][CH:14]=[CH:13][N:12]=3)=[N:8][C:7](=[O:17])[C:6]=2[CH:18]=1.Br[CH2:20][CH2:21][CH2:22][CH2:23][CH2:24][C:25]([O:27][C:28]([CH3:31])([CH3:30])[CH3:29])=[O:26].C(=O)([O-])[O-].[K+].[K+].CN(C=O)C. The catalyst is O. The product is [O:17]=[C:7]1[C:6]2[CH:18]=[C:2]([O:1][CH2:20][CH2:21][CH2:22][CH2:23][CH2:24][C:25]([O:27][C:28]([CH3:29])([CH3:31])[CH3:30])=[O:26])[CH:3]=[CH:4][C:5]=2[S:10][C:9]([C:11]2[CH:16]=[CH:15][CH:14]=[CH:13][N:12]=2)=[N:8]1. The yield is 0.900. (2) The reactants are [NH2:1][C:2]1[CH:18]=[CH:17][C:16]([NH:19][C:20](=[O:30])[CH2:21][O:22][CH2:23][C:24]2[CH:29]=[CH:28][CH:27]=[CH:26][CH:25]=2)=[CH:15][C:3]=1[C:4]([NH:6][CH:7]1[CH2:12][CH2:11][C:10](=[O:13])[NH:9][C:8]1=[O:14])=[O:5].C(OC)(OC)OC.[C:38]1(C)C=CC(S(O)(=O)=O)=C[CH:39]=1.O. The catalyst is CCOCC. The product is [CH2:23]([O:22][CH2:21][C:20]([NH:19][C:16]1[CH:15]=[C:3]2[C:2](=[CH:18][CH:17]=1)[N:1]=[C:38]([CH3:39])[N:6]([CH:7]1[CH2:12][CH2:11][C:10](=[O:13])[NH:9][C:8]1=[O:14])[C:4]2=[O:5])=[O:30])[C:24]1[CH:25]=[CH:26][CH:27]=[CH:28][CH:29]=1. The yield is 0.720. (3) The reactants are Cl.Cl.[NH:3]1[CH2:8][CH2:7][CH2:6][C@@H:5]([NH:9][C:10]2[N:15]=[CH:14][C:13](/[CH:16]=[CH:17]/[C:18]([O:20][CH2:21][CH3:22])=[O:19])=[CH:12][CH:11]=2)[CH2:4]1.C(N(CC)CC)C.[Cl:30][C:31]1[CH:39]=[CH:38][C:34]([C:35](Cl)=[O:36])=[CH:33][CH:32]=1.O. The catalyst is CN(C=O)C. The product is [Cl:30][C:31]1[CH:39]=[CH:38][C:34]([C:35]([N:3]2[CH2:8][CH2:7][CH2:6][C@@H:5]([NH:9][C:10]3[N:15]=[CH:14][C:13](/[CH:16]=[CH:17]/[C:18]([O:20][CH2:21][CH3:22])=[O:19])=[CH:12][CH:11]=3)[CH2:4]2)=[O:36])=[CH:33][CH:32]=1. The yield is 0.760. (4) The reactants are [CH:1]1([C:4]([N:6]2[CH2:11][CH2:10][N:9]([C:12]([C:14]3[CH:19]=[CH:18][C:17]([CH:20]4[C:29](=O)[C:28]5[C:27]([C:31](OC)=[O:32])=[CH:26][CH:25]=[CH:24][C:23]=5[NH:22][CH:21]4[C:35]4[CH:40]=[CH:39][C:38]([CH:41]([O:45][CH2:46][CH3:47])[O:42][CH2:43][CH3:44])=[CH:37][CH:36]=4)=[CH:16][CH:15]=3)=[O:13])[CH2:8][CH2:7]2)=O)[CH2:3][CH2:2]1.[OH2:48].[NH2:49][NH2:50]. The catalyst is CO. The product is [CH:1]1([C:4]([N:6]2[CH2:7][CH2:8][N:9]([C:12]([C:14]3[CH:15]=[CH:16][C:17]([CH:20]4[C:29]5=[N:49][NH:50][C:31](=[O:32])[C:27]6[CH:26]=[CH:25][CH:24]=[C:23]([C:28]=65)[NH:22][CH:21]4[C:35]4[CH:40]=[CH:39][C:38]([CH:41]([O:42][CH2:43][CH3:44])[O:45][CH2:46][CH3:47])=[CH:37][CH:36]=4)=[CH:18][CH:19]=3)=[O:13])[CH2:10][CH2:11]2)=[O:48])[CH2:2][CH2:3]1. The yield is 0.650. (5) The reactants are Cl[C:2]1[N:7]2[N:8]=[C:9]([NH:11][C:12](=[O:19])[C:13]3[CH:18]=[CH:17][CH:16]=[N:15][CH:14]=3)[N:10]=[C:6]2[CH:5]=[C:4]([C:20]([F:23])([F:22])[F:21])[CH:3]=1.[CH:24]1([NH2:29])[CH2:28][CH2:27][CH2:26][CH2:25]1. The catalyst is C([O-])(O)=O.[Na+].CCOC(C)=O. The product is [CH:24]1([NH:29][C:2]2[N:7]3[N:8]=[C:9]([NH:11][C:12](=[O:19])[C:13]4[CH:18]=[CH:17][CH:16]=[N:15][CH:14]=4)[N:10]=[C:6]3[CH:5]=[C:4]([C:20]([F:23])([F:22])[F:21])[CH:3]=2)[CH2:28][CH2:27][CH2:26][CH2:25]1. The yield is 0.230. (6) The reactants are [Cl:1][C:2]1[CH:7]=[CH:6][C:5]([NH:8][NH2:9])=[CH:4][CH:3]=1.[Li+].[OH-].[O:12]1[CH:16]=[CH:15][CH:14]=[C:13]1[C:17](Cl)=[O:18].C[CH2:21][O:22]CC. The catalyst is C1COCC1.O. The product is [Cl:1][C:2]1[CH:7]=[CH:6][C:5]([N:8]2[N:9]=[C:17]([C:13]3[O:12][CH:16]=[CH:15][CH:14]=3)[O:18][C:21]2=[O:22])=[CH:4][CH:3]=1. The yield is 0.763. (7) The reactants are Cl[C:2]1[C:7]([C:8]([O:10][CH2:11][CH3:12])=[O:9])=[CH:6][N:5]=[C:4]([Cl:13])[C:3]=1[CH3:14].[CH3:15][NH2:16].O. The catalyst is C(#N)C. The product is [Cl:13][C:4]1[C:3]([CH3:14])=[C:2]([NH:16][CH3:15])[C:7]([C:8]([O:10][CH2:11][CH3:12])=[O:9])=[CH:6][N:5]=1. The yield is 0.810. (8) The reactants are [CH3:1][O:2][C:3]1[CH:4]=[C:5]([C:11]2[CH:16]=[C:15]([C:17]([F:20])([F:19])[F:18])[N:14]3[N:21]=[C:22]([C:24]4[CH2:29][CH2:28][N:27]([C:30]([O:32][C:33]([CH3:36])([CH3:35])[CH3:34])=[O:31])[CH:26]([CH3:37])[CH:25]=4)[CH:23]=[C:13]3[N:12]=2)[CH:6]=[CH:7][C:8]=1[O:9][CH3:10].[H][H].C1(C)C=CC=CC=1. The catalyst is CO.[Pd]. The product is [CH3:1][O:2][C:3]1[CH:4]=[C:5]([CH:11]2[CH2:16][CH:15]([C:17]([F:20])([F:18])[F:19])[N:14]3[N:21]=[C:22]([CH:24]4[CH2:29][CH2:28][N:27]([C:30]([O:32][C:33]([CH3:36])([CH3:35])[CH3:34])=[O:31])[CH:26]([CH3:37])[CH2:25]4)[CH:23]=[C:13]3[NH:12]2)[CH:6]=[CH:7][C:8]=1[O:9][CH3:10]. The yield is 0.590. (9) The reactants are [CH3:1][O:2][C:3](=[O:35])[NH:4][CH:5]([C:9](=[O:34])[NH:10][C:11]1([C:14]2[NH:15][C:16]([C:19]3[CH:24]=[CH:23][C:22](B4OC(C)(C)C(C)(C)O4)=[CH:21][CH:20]=3)=[CH:17][N:18]=2)[CH2:13][CH2:12]1)[CH:6]([CH3:8])[CH3:7].[CH3:36][O:37][C:38](=[O:63])[NH:39][CH:40]([C:44]([N:46]1[CH2:50][CH2:49][CH2:48][CH:47]1[C:51]1[NH:52][C:53]([C:56]2[CH:61]=[CH:60][C:59](Br)=[CH:58][CH:57]=2)=[CH:54][N:55]=1)=[O:45])[CH:41]([CH3:43])[CH3:42].C([O-])([O-])=O.[K+].[K+]. The catalyst is C1C=CC([P]([Pd]([P](C2C=CC=CC=2)(C2C=CC=CC=2)C2C=CC=CC=2)([P](C2C=CC=CC=2)(C2C=CC=CC=2)C2C=CC=CC=2)[P](C2C=CC=CC=2)(C2C=CC=CC=2)C2C=CC=CC=2)(C2C=CC=CC=2)C2C=CC=CC=2)=CC=1.COCCOC.O. The product is [CH3:36][O:37][C:38](=[O:63])[NH:39][CH:40]([C:44]([N:46]1[CH2:50][CH2:49][CH2:48][CH:47]1[C:51]1[NH:52][C:53]([C:56]2[CH:61]=[CH:60][C:59]([C:22]3[CH:23]=[CH:24][C:19]([C:16]4[NH:15][C:14]([C:11]5([NH:10][C:9](=[O:34])[CH:5]([NH:4][C:3]([O:2][CH3:1])=[O:35])[CH:6]([CH3:8])[CH3:7])[CH2:12][CH2:13]5)=[N:18][CH:17]=4)=[CH:20][CH:21]=3)=[CH:58][CH:57]=2)=[CH:54][N:55]=1)=[O:45])[CH:41]([CH3:43])[CH3:42]. The yield is 0.0200.